From a dataset of Catalyst prediction with 721,799 reactions and 888 catalyst types from USPTO. Predict which catalyst facilitates the given reaction. (1) Reactant: [O:1]1[CH:6]=[CH:5][CH2:4][CH2:3][CH2:2]1.[Cl:7][C:8]1[N:9]=[CH:10][C:11]2[C:16]([I:17])=[CH:15][N:14]([C:18]([CH3:22])([CH3:21])[CH2:19][OH:20])[C:12]=2[N:13]=1.C1(C)C=CC(S([O-])(=O)=O)=CC=1.[NH+]1C=CC=CC=1. Product: [Cl:7][C:8]1[N:9]=[CH:10][C:11]2[C:16]([I:17])=[CH:15][N:14]([C:18]([CH3:22])([CH3:21])[CH2:19][O:20][CH:6]3[CH2:5][CH2:4][CH2:3][CH2:2][O:1]3)[C:12]=2[N:13]=1. The catalyst class is: 20. (2) Reactant: [OH:1][C@H:2]1[CH2:6][NH:5][C@H:4]([C:7]([OH:9])=[O:8])[CH2:3]1.[OH-].[Na+].[C:12](O[C:12]([O:14][C:15]([CH3:18])([CH3:17])[CH3:16])=[O:13])([O:14][C:15]([CH3:18])([CH3:17])[CH3:16])=[O:13].C(=O)=O. Product: [C:15]([O:14][C:12]([N:5]1[CH2:6][C@H:2]([OH:1])[CH2:3][C@H:4]1[C:7]([OH:9])=[O:8])=[O:13])([CH3:18])([CH3:17])[CH3:16]. The catalyst class is: 283. (3) The catalyst class is: 45. Reactant: [OH:1][C:2]1[CH:11]=[CH:10][C:9]([N+:12]([O-])=O)=[CH:8][C:3]=1[C:4]([O:6][CH3:7])=[O:5].[O-]S([O-])(=O)=O.[Na+].[Na+].[CH3:22]O. Product: [NH2:12][C:9]1[CH:10]=[CH:11][C:2]([O:1][CH3:22])=[C:3]([CH:8]=1)[C:4]([O:6][CH3:7])=[O:5]. (4) Reactant: [NH2:1][CH2:2][C:3]1[CH:8]=[CH:7][CH:6]=[CH:5][C:4]=1[OH:9].[Cl:10][C:11]1[CH:18]=[CH:17][C:14]([CH:15]=O)=[CH:13][CH:12]=1. Product: [Cl:10][C:11]1[CH:18]=[CH:17][C:14](/[CH:15]=[N:1]\[CH2:2][C:3]2[CH:8]=[CH:7][CH:6]=[CH:5][C:4]=2[OH:9])=[CH:13][CH:12]=1. The catalyst class is: 8. (5) Reactant: [O:1]([CH2:8][C@@H:9]1[CH2:13][CH2:12][CH2:11][N:10]1[S:14]([C:17]1[CH:18]=[C:19]2[C:23](=[CH:24][CH:25]=1)[NH:22][C:21](=[O:26])[C:20]12OCCC[O:27]1)(=[O:16])=[O:15])[C:2]1[CH:7]=[CH:6][CH:5]=[CH:4][CH:3]=1.[OH-]. Product: [O:1]([CH2:8][C@@H:9]1[CH2:13][CH2:12][CH2:11][N:10]1[S:14]([C:17]1[CH:18]=[C:19]2[C:23](=[CH:24][CH:25]=1)[NH:22][C:21](=[O:26])[C:20]2=[O:27])(=[O:16])=[O:15])[C:2]1[CH:7]=[CH:6][CH:5]=[CH:4][CH:3]=1. The catalyst class is: 14. (6) Reactant: [C:1]([C:3]1[CH:19]=[CH:18][C:6]([O:7][C:8]2[CH:9]=[CH:10][C:11]3[B:15]([OH:16])[O:14][CH2:13][C:12]=3[CH:17]=2)=[CH:5][C:4]=1[OH:20])#[N:2].[H-].[Na+].Br[CH2:24][C:25]([O:27][C:28]([CH3:31])([CH3:30])[CH3:29])=[O:26]. Product: [C:28]([O:27][C:25](=[O:26])[CH2:24][O:20][C:4]1[CH:5]=[C:6]([O:7][C:8]2[CH:9]=[CH:10][C:11]3[B:15]([OH:16])[O:14][CH2:13][C:12]=3[CH:17]=2)[CH:18]=[CH:19][C:3]=1[C:1]#[N:2])([CH3:31])([CH3:30])[CH3:29]. The catalyst class is: 1. (7) Reactant: [C:1]([C:4]1[NH:5][C:6]2[C:11]([CH:12]=1)=[CH:10][C:9]([O:13]CC1C=CC=CC=1)=[CH:8][CH:7]=2)(=[O:3])[NH2:2]. Product: [C:1]([C:4]1[NH:5][C:6]2[C:11]([CH:12]=1)=[CH:10][C:9]([OH:13])=[CH:8][CH:7]=2)(=[O:3])[NH2:2]. The catalyst class is: 19.